Dataset: Catalyst prediction with 721,799 reactions and 888 catalyst types from USPTO. Task: Predict which catalyst facilitates the given reaction. (1) Reactant: Cl.[Cl:2][C:3]1[C:4]([O:32]COC)=[CH:5][C:6]([O:28]COC)=[C:7]([CH:27]=1)[C:8]([N:10]1[CH2:14][CH2:13][CH2:12][CH:11]1[C:15]1[C:16]([CH3:26])=[C:17]([CH:23]=[CH:24][CH:25]=1)[C:18]([NH:20][CH2:21][CH3:22])=[O:19])=[O:9].C([O-])(O)=O.[Na+]. Product: [Cl:2][C:3]1[C:4]([OH:32])=[CH:5][C:6]([OH:28])=[C:7]([CH:27]=1)[C:8]([N:10]1[CH2:14][CH2:13][CH2:12][CH:11]1[C:15]1[C:16]([CH3:26])=[C:17]([CH:23]=[CH:24][CH:25]=1)[C:18]([NH:20][CH2:21][CH3:22])=[O:19])=[O:9]. The catalyst class is: 5. (2) Reactant: [N:1]1[C:5]2[CH:6]=[CH:7][CH:8]=[CH:9][C:4]=2[NH:3][CH:2]=1.[C:10]([O:13][CH2:14][CH2:15][CH2:16]Br)(=[O:12])[CH3:11].C(N(CC)CC)C.[I-].[Na+]. Product: [C:10]([O:13][CH2:14][CH2:15][CH2:16][N:1]1[C:5]2[CH:6]=[CH:7][CH:8]=[CH:9][C:4]=2[N:3]=[CH:2]1)(=[O:12])[CH3:11]. The catalyst class is: 9. (3) Reactant: [N+:1]([C:4]1[CH:9]=[CH:8][CH:7]=[CH:6][C:5]=1[S:10](Cl)(=[O:12])=[O:11])([O-:3])=[O:2].[NH2:14][CH2:15][C:16]1[CH:21]=[CH:20][CH:19]=[CH:18][N:17]=1.CCN(CC)CC. Product: [N+:1]([C:4]1[CH:9]=[CH:8][CH:7]=[CH:6][C:5]=1[S:10]([N:17]1[CH:18]=[CH:19][CH:20]=[CH:21][CH:16]1[CH2:15][NH2:14])(=[O:12])=[O:11])([O-:3])=[O:2]. The catalyst class is: 2.